This data is from Full USPTO retrosynthesis dataset with 1.9M reactions from patents (1976-2016). The task is: Predict the reactants needed to synthesize the given product. (1) Given the product [C:1]([O:5][C:6]([N:8]1[CH2:13][CH2:12][CH:11]([CH:14]([N:17]2[CH2:22][CH2:21][CH:20]([C:23]3[C:31]4[C:26](=[CH:27][CH:28]=[CH:29][CH:30]=4)[NH:25][CH:24]=3)[CH2:19][CH2:18]2)[CH2:15][N:44]=[N+:45]=[N-:46])[CH2:10][CH2:9]1)=[O:7])([CH3:4])([CH3:2])[CH3:3], predict the reactants needed to synthesize it. The reactants are: [C:1]([O:5][C:6]([N:8]1[CH2:13][CH2:12][CH:11]([CH:14]([N:17]2[CH2:22][CH2:21][CH:20]([C:23]3[C:31]4[C:26](=[CH:27][CH:28]=[CH:29][CH:30]=4)[NH:25][CH:24]=3)[CH2:19][CH2:18]2)[CH2:15]O)[CH2:10][CH2:9]1)=[O:7])([CH3:4])([CH3:3])[CH3:2].CCN(CC)CC.CS(Cl)(=O)=O.[N-:44]=[N+:45]=[N-:46].[Na+]. (2) Given the product [CH3:1][O:2][C:3](=[O:21])[CH2:4][N:5]1[CH2:11][CH:10]=[CH:9][CH2:8][CH:7]([NH2:12])[C:6]1=[O:20], predict the reactants needed to synthesize it. The reactants are: [CH3:1][O:2][C:3](=[O:21])[CH2:4][N:5]1[CH2:11][CH:10]=[CH:9][CH2:8][CH:7]([NH:12]C(OC(C)(C)C)=O)[C:6]1=[O:20].C(O)(C(F)(F)F)=O. (3) Given the product [CH3:15][N:14]([CH3:19])[C:20]1[S:22][CH:2]=[C:3]([C:5]2[CH:13]=[CH:12][C:8]([C:9]([OH:11])=[O:10])=[CH:7][CH:6]=2)[N:21]=1, predict the reactants needed to synthesize it. The reactants are: Br[CH2:2][C:3]([C:5]1[CH:13]=[CH:12][C:8]([C:9]([OH:11])=[O:10])=[CH:7][CH:6]=1)=O.[N:14]1([C:20](=[S:22])[NH2:21])[CH2:19]CCC[CH2:15]1. (4) Given the product [NH2:12][S:9]([C:4]1[CH:5]=[CH:6][C:7]([Cl:8])=[C:2]([NH:1][C:15](=[O:16])[C:14]([F:25])([F:24])[F:13])[CH:3]=1)(=[O:11])=[O:10], predict the reactants needed to synthesize it. The reactants are: [NH2:1][C:2]1[CH:3]=[C:4]([S:9]([NH2:12])(=[O:11])=[O:10])[CH:5]=[CH:6][C:7]=1[Cl:8].[F:13][C:14]([F:25])([F:24])[C:15](O[C:15](=[O:16])[C:14]([F:25])([F:24])[F:13])=[O:16]. (5) Given the product [Cl:32][C:29]1[CH:30]=[CH:31][C:26]([C:22]2[S:13][C:12]([NH2:14])=[N:11][C:23]=2[CH3:24])=[CH:27][C:28]=1[S:33]([N:36]1[CH2:41][CH2:40][N:39]([CH3:42])[CH2:38][CH2:37]1)(=[O:35])=[O:34], predict the reactants needed to synthesize it. The reactants are: Br.FC1C=CC(C2[S:13][C:12]([NH:14]C(=O)C)=[N:11]C=2C)=CC=1OC.Br[CH:22]([C:26]1[CH:31]=[CH:30][C:29]([Cl:32])=[C:28]([S:33]([N:36]2[CH2:41][CH2:40][N:39]([CH3:42])[CH2:38][CH2:37]2)(=[O:35])=[O:34])[CH:27]=1)[C:23](=O)[CH3:24].C(NC(N)=S)(=O)C.NC(N)=S.